Dataset: Forward reaction prediction with 1.9M reactions from USPTO patents (1976-2016). Task: Predict the product of the given reaction. (1) Given the reactants CCO[C:4]([CH2:6][C:7]([C:9]1[CH:14]=[CH:13][CH:12]=[CH:11][CH:10]=1)=O)=[O:5].Cl.[C:16]([NH2:24])(=[NH:23])[C:17]1[CH:22]=[CH:21][CH:20]=[CH:19][CH:18]=1.C(=O)([O-])[O-].[K+].[K+], predict the reaction product. The product is: [C:17]1([C:16]2[N:24]=[C:4]([OH:5])[CH:6]=[C:7]([C:9]3[CH:10]=[CH:11][CH:12]=[CH:13][CH:14]=3)[N:23]=2)[CH:22]=[CH:21][CH:20]=[CH:19][CH:18]=1. (2) Given the reactants P([O-])([O-])([O-])=O.[O:6]1[CH2:10][CH2:9][CH2:8]C1.C(#N)C.[N+](C1C=CC(COC(C2N3[C@H](SC=2)C(C(OC(=O)C)C2C=[C:37]4[S:38][CH2:39][CH2:40][N:36]4[N:35]=2)(Br)C3=O)=O)=CC=1)([O-])=O, predict the reaction product. The product is: [S:38]1[CH2:39][CH2:40][N:36]2[N:35]=[CH:8][C:9]([CH:10]=[O:6])=[C:37]12.